Regression. Given a peptide amino acid sequence and an MHC pseudo amino acid sequence, predict their binding affinity value. This is MHC class I binding data. From a dataset of Peptide-MHC class I binding affinity with 185,985 pairs from IEDB/IMGT. (1) The peptide sequence is KVIVYCHYY. The MHC is HLA-A80:01 with pseudo-sequence HLA-A80:01. The binding affinity (normalized) is 0.851. (2) The peptide sequence is YTAVVPLVC. The MHC is HLA-A29:02 with pseudo-sequence HLA-A29:02. The binding affinity (normalized) is 0.0732. (3) The peptide sequence is FPNEVGARI. The MHC is HLA-B40:01 with pseudo-sequence HLA-B40:01. The binding affinity (normalized) is 0.0847. (4) The peptide sequence is FANVISKIY. The MHC is HLA-A33:01 with pseudo-sequence HLA-A33:01. The binding affinity (normalized) is 0.304. (5) The peptide sequence is MLIPTAMAF. The MHC is HLA-A23:01 with pseudo-sequence HLA-A23:01. The binding affinity (normalized) is 0.411. (6) The peptide sequence is LSSVNADTL. The MHC is H-2-Db with pseudo-sequence H-2-Db. The binding affinity (normalized) is 0.553. (7) The binding affinity (normalized) is 0.0847. The MHC is HLA-B46:01 with pseudo-sequence HLA-B46:01. The peptide sequence is ALGGSCHTT.